Dataset: Forward reaction prediction with 1.9M reactions from USPTO patents (1976-2016). Task: Predict the product of the given reaction. (1) Given the reactants [OH:1][C:2]1[CH:10]=[C:9]([O:11][CH3:12])[CH:8]=[CH:7][C:3]=1[C:4]([OH:6])=O.S(Cl)(Cl)=O.[Cl:17][C:18]1[CH:23]=[CH:22][C:21]([NH2:24])=[C:20]([F:25])[CH:19]=1, predict the reaction product. The product is: [Cl:17][C:18]1[CH:23]=[CH:22][C:21]([NH:24][C:4](=[O:6])[C:3]2[CH:7]=[CH:8][C:9]([O:11][CH3:12])=[CH:10][C:2]=2[OH:1])=[C:20]([F:25])[CH:19]=1. (2) Given the reactants [NH2:1][C:2]1[CH:10]=[CH:9][C:5]([C:6]([OH:8])=[O:7])=[CH:4][C:3]=1[O:11][CH3:12].[O:13](C(C(F)(F)F)=O)[C:14]([C:16]([F:19])([F:18])[F:17])=O, predict the reaction product. The product is: [CH3:12][O:11][C:3]1[CH:4]=[C:5]([CH:9]=[CH:10][C:2]=1[NH:1][C:14](=[O:13])[C:16]([F:19])([F:18])[F:17])[C:6]([OH:8])=[O:7]. (3) Given the reactants [C:1]1([S:7]([NH:10][C:11]2[CH:19]=[CH:18][C:17]3[N:16]4[CH2:20][CH2:21][CH2:22][C:15]4=[CH:14][C:13]=3[C:12]=2C(OC)=O)(=[O:9])=[O:8])[CH:6]=[CH:5][CH:4]=[CH:3][CH:2]=1.[OH-].[Li+].C(O)=O, predict the reaction product. The product is: [C:1]1([S:7]([NH:10][C:11]2[CH:19]=[CH:18][C:17]3[N:16]4[CH2:20][CH2:21][CH2:22][C:15]4=[CH:14][C:13]=3[CH:12]=2)(=[O:8])=[O:9])[CH:2]=[CH:3][CH:4]=[CH:5][CH:6]=1.